This data is from Forward reaction prediction with 1.9M reactions from USPTO patents (1976-2016). The task is: Predict the product of the given reaction. (1) Given the reactants [CH:1]1([NH:4][C:5]2([C:12]#N)[CH2:11][CH2:10][CH2:9][CH2:8][CH2:7][CH2:6]2)[CH2:3][CH2:2]1.[CH2:14]([O:16][C:17](=[O:27])[C:18]1[CH:23]=[CH:22][C:21]([N:24]=[C:25]=[O:26])=[CH:20][CH:19]=1)[CH3:15].C(N(CC)CC)C.C1C[O:38]CC1, predict the reaction product. The product is: [CH2:14]([O:16][C:17](=[O:27])[C:18]1[CH:23]=[CH:22][C:21]([N:24]2[C:12](=[O:38])[C:5]3([CH2:11][CH2:10][CH2:9][CH2:8][CH2:7][CH2:6]3)[N:4]([CH:1]3[CH2:3][CH2:2]3)[C:25]2=[O:26])=[CH:20][CH:19]=1)[CH3:15]. (2) Given the reactants [NH2:1][CH2:2][CH2:3][C:4]1[CH:9]=[CH:8][C:7]([S:10]([NH2:13])(=[O:12])=[O:11])=[CH:6][CH:5]=1.[C:14]1(=[O:20])[O:19][C:17](=[O:18])[CH2:16][CH2:15]1, predict the reaction product. The product is: [O:20]=[C:14]([NH:1][CH2:2][CH2:3][C:4]1[CH:5]=[CH:6][C:7]([S:10](=[O:11])(=[O:12])[NH2:13])=[CH:8][CH:9]=1)[CH2:15][CH2:16][C:17]([OH:19])=[O:18]. (3) Given the reactants [F:1][C:2]1[CH:3]=[C:4]([CH:8]=[CH:9][C:10]=1[O:11][CH3:12])[C:5]([OH:7])=O.C1C=CC2N(O)N=NC=2C=1.CCN=C=NCCCN(C)C.Cl.[CH3:35][O:36][CH2:37][C:38]1[CH:47]=[C:46]2[C:41]([CH:42]=[CH:43][C:44]([CH2:48][N:49]3[CH2:54][CH2:53][CH:52]([NH2:55])[CH2:51][CH2:50]3)=[CH:45]2)=[CH:40][CH:39]=1, predict the reaction product. The product is: [F:1][C:2]1[CH:3]=[C:4]([CH:8]=[CH:9][C:10]=1[O:11][CH3:12])[C:5]([NH:55][CH:52]1[CH2:53][CH2:54][N:49]([CH2:48][C:44]2[CH:43]=[CH:42][C:41]3[C:46](=[CH:47][C:38]([CH2:37][O:36][CH3:35])=[CH:39][CH:40]=3)[CH:45]=2)[CH2:50][CH2:51]1)=[O:7]. (4) Given the reactants [C:1]([C:5]1[CH:10]=[CH:9][C:8]([S:11]([N:14]([CH2:22][C:23](O)=[O:24])[C:15]2[CH:20]=[CH:19][C:18]([CH3:21])=[CH:17][CH:16]=2)(=[O:13])=[O:12])=[CH:7][CH:6]=1)([CH3:4])([CH3:3])[CH3:2].[CH:26]1([NH:29][CH2:30][C:31]2[CH:36]=[CH:35][CH:34]=[C:33]([CH3:37])[CH:32]=2)[CH2:28][CH2:27]1, predict the reaction product. The product is: [C:1]([C:5]1[CH:10]=[CH:9][C:8]([S:11]([N:14]([C:15]2[CH:16]=[CH:17][C:18]([CH3:21])=[CH:19][CH:20]=2)[CH2:22][C:23]([N:29]([CH:26]2[CH2:28][CH2:27]2)[CH2:30][C:31]2[CH:36]=[CH:35][CH:34]=[C:33]([CH3:37])[CH:32]=2)=[O:24])(=[O:13])=[O:12])=[CH:7][CH:6]=1)([CH3:3])([CH3:2])[CH3:4]. (5) Given the reactants [CH3:1][O:2][C:3]1[CH:27]=[C:26]([O:28][CH3:29])[CH:25]=[CH:24][C:4]=1[CH2:5][N:6]1[S:10](=[O:12])(=[O:11])[N:9]([CH2:13][C:14]2[CH:22]=[CH:21][C:17]([C:18](O)=[O:19])=[CH:16][CH:15]=2)[CH2:8][C:7]1=[O:23].O=S(Cl)[Cl:32], predict the reaction product. The product is: [CH3:1][O:2][C:3]1[CH:27]=[C:26]([O:28][CH3:29])[CH:25]=[CH:24][C:4]=1[CH2:5][N:6]1[S:10](=[O:12])(=[O:11])[N:9]([CH2:13][C:14]2[CH:22]=[CH:21][C:17]([C:18]([Cl:32])=[O:19])=[CH:16][CH:15]=2)[CH2:8][C:7]1=[O:23]. (6) Given the reactants [O:1]1[CH:5]=[CH:4][C:3]([C:6]([NH:8][NH:9][C:10]([NH2:12])=S)=[O:7])=[CH:2]1.[OH-].[Na+].BrN1C(C)(C)C(=O)N(Br)C1=O.[I-].[K+].S(=O)(O)[O-].[Na+].[Cl-].[Na+], predict the reaction product. The product is: [NH2:12][C:10]1[O:7][C:6]([C:3]2[CH:4]=[CH:5][O:1][CH:2]=2)=[N:8][N:9]=1. (7) Given the reactants [CH3:1][O:2][C:3]1[CH:8]=[CH:7][CH:6]=[C:5]([NH2:9])[CH:4]=1.C([CH:12]([CH2:16][C:17](Cl)=[O:18])[C:13](Cl)=[O:14])C.C1C[O:23]CC1.C(N([CH2:30][CH3:31])CC)C, predict the reaction product. The product is: [CH3:1][O:2][C:3]1[CH:4]=[C:5]([NH:9][C:17](=[O:18])[CH2:16][CH2:12][C:13]([O:14][CH2:30][CH3:31])=[O:23])[CH:6]=[CH:7][CH:8]=1. (8) Given the reactants [CH:1]1([N:4]([C@H:12]2[CH2:17][CH2:16][NH:15][CH2:14][C@H:13]2[F:18])C(=O)OC(C)(C)C)[CH2:3][CH2:2]1.C(N(CC)CC)C.Cl[C:27]([O:29][CH:30]([CH3:32])[CH3:31])=[O:28].O, predict the reaction product. The product is: [CH:30]([O:29][C:27]([N:15]1[CH2:16][CH2:17][C@H:12]([NH:4][CH:1]2[CH2:2][CH2:3]2)[C@H:13]([F:18])[CH2:14]1)=[O:28])([CH3:32])[CH3:31]. (9) Given the reactants [C:1]([C:5]1[CH:6]=[C:7]2[C:12](=[C:13]([F:15])[CH:14]=1)[C:11](=[O:16])[N:10]([CH2:17][C:18]1[CH:23]=[C:22]([CH2:24][OH:25])[C:21]([C:26]3[CH:31]=[CH:30][N:29]=[C:28]([O:32]C)[CH:27]=3)=[CH:20][C:19]=1[F:34])[N:9]=[CH:8]2)([CH3:4])([CH3:3])[CH3:2].C[Si](Cl)(C)C.[Na+].[I-], predict the reaction product. The product is: [C:1]([C:5]1[CH:6]=[C:7]2[C:12](=[C:13]([F:15])[CH:14]=1)[C:11](=[O:16])[N:10]([CH2:17][C:18]1[CH:23]=[C:22]([CH2:24][OH:25])[C:21]([C:26]3[CH:31]=[CH:30][NH:29][C:28](=[O:32])[CH:27]=3)=[CH:20][C:19]=1[F:34])[N:9]=[CH:8]2)([CH3:4])([CH3:2])[CH3:3].